Predict the reaction yield, written as a fraction of the theoretical maximum amount of product (1.0 means a 100% yield; for example, 0.34 means a 34% yield). From a dataset of Reaction yield outcomes from USPTO patents with 853,638 reactions. (1) The reactants are [CH2:1]([O:8][C:9]1[N:10]=[N:11][C:12](Cl)=[CH:13][C:14]=1[O:15][CH2:16][C:17]1[CH:22]=[CH:21][CH:20]=[CH:19][CH:18]=1)[C:2]1[CH:7]=[CH:6][CH:5]=[CH:4][CH:3]=1.C1(P(C2CCCCC2)C2C=CC=CC=2C2C(C(C)C)=CC(C(C)C)=CC=2C(C)C)CCCCC1.[Br-].[F:59][C:60]1[CH:67]=[CH:66][C:63]([CH2:64][Zn+])=[CH:62][CH:61]=1. The catalyst is O1CCCC1.C(OCC)(=O)C.C([O-])(=O)C.[Pd+2].C([O-])(=O)C. The product is [CH2:1]([O:8][C:9]1[N:10]=[N:11][C:12]([CH2:64][C:63]2[CH:66]=[CH:67][C:60]([F:59])=[CH:61][CH:62]=2)=[CH:13][C:14]=1[O:15][CH2:16][C:17]1[CH:22]=[CH:21][CH:20]=[CH:19][CH:18]=1)[C:2]1[CH:7]=[CH:6][CH:5]=[CH:4][CH:3]=1. The yield is 0.970. (2) The reactants are [CH2:1]([O:8][C:9]([N:11]1[CH2:15][CH2:14][CH:13]([O:16][C:17]2[CH:22]=[CH:21][C:20]([N+:23]([O-])=O)=[C:19]([CH2:26][S:27]([C:30]3[C:39]4[C:34](=[CH:35][CH:36]=[CH:37][CH:38]=4)[CH:33]=[CH:32][CH:31]=3)(=[O:29])=[O:28])[CH:18]=2)[CH2:12]1)=[O:10])[C:2]1[CH:7]=[CH:6][CH:5]=[CH:4][CH:3]=1.C(O)C.O.O.[Sn](Cl)Cl.O. The catalyst is C(OCC)(=O)C. The product is [CH2:1]([O:8][C:9]([N:11]1[CH2:15][CH2:14][CH:13]([O:16][C:17]2[CH:22]=[CH:21][C:20]([NH2:23])=[C:19]([CH2:26][S:27]([C:30]3[C:39]4[C:34](=[CH:35][CH:36]=[CH:37][CH:38]=4)[CH:33]=[CH:32][CH:31]=3)(=[O:29])=[O:28])[CH:18]=2)[CH2:12]1)=[O:10])[C:2]1[CH:7]=[CH:6][CH:5]=[CH:4][CH:3]=1. The yield is 0.820. (3) The reactants are C[C:2]1([C:12](O)=O)[CH2:11][CH2:10][C:5]2([O:9][CH2:8][CH2:7][O:6]2)[CH2:4][CH2:3]1.C([N:17]([CH2:20]C)CC)C.C1(P(N=[N+]=[N-])(C2C=CC=CC=2)=[O:29])C=CC=CC=1.[CH2:39]([OH:46])[C:40]1[CH:45]=[CH:44][CH:43]=[CH:42][CH:41]=1. The catalyst is C1C=CC=CC=1. The product is [CH2:39]([O:46][C:20](=[O:29])[NH:17][C:2]1([CH3:12])[CH2:3][CH2:4][C:5]2([O:6][CH2:7][CH2:8][O:9]2)[CH2:10][CH2:11]1)[C:40]1[CH:45]=[CH:44][CH:43]=[CH:42][CH:41]=1. The yield is 0.810. (4) The reactants are [O:1]1[C:6]2[CH:7]=[CH:8][C:9]([OH:11])=[CH:10][C:5]=2[O:4][CH2:3][CH2:2]1.C([Mg]Cl)(C)C.[F:17][C:18]1[CH:19]=[CH:20][CH:21]=[C:22]2[C:26]=1[N:25]([CH:27]([C:34]1[CH:39]=[CH:38][CH:37]=[CH:36][CH:35]=1)[C:28]1[CH:33]=[CH:32][CH:31]=[CH:30][CH:29]=1)[C:24](=[O:40])[C:23]2=[O:41].ClCCl. The catalyst is O1CCCC1. The product is [C:34]1([CH:27]([C:28]2[CH:33]=[CH:32][CH:31]=[CH:30][CH:29]=2)[N:25]2[C:26]3[C:22](=[CH:21][CH:20]=[CH:19][C:18]=3[F:17])[C:23]([OH:41])([C:8]3[C:9]([OH:11])=[CH:10][C:5]4[O:4][CH2:3][CH2:2][O:1][C:6]=4[CH:7]=3)[C:24]2=[O:40])[CH:35]=[CH:36][CH:37]=[CH:38][CH:39]=1. The yield is 0.840. (5) The reactants are Cl[C:2]1[CH:7]=[N:6][CH:5]=[C:4]([Cl:8])[N:3]=1.[C:9]([NH:12][C:13]1[CH:18]=[CH:17][C:16]([OH:19])=[CH:15][CH:14]=1)(=[O:11])[CH3:10]. The catalyst is CCOC(C)=O. The product is [Cl:8][C:4]1[CH:5]=[N:6][CH:7]=[C:2]([O:19][C:16]2[CH:15]=[CH:14][C:13]([NH:12][C:9](=[O:11])[CH3:10])=[CH:18][CH:17]=2)[N:3]=1. The yield is 0.920.